Dataset: Full USPTO retrosynthesis dataset with 1.9M reactions from patents (1976-2016). Task: Predict the reactants needed to synthesize the given product. (1) Given the product [Cl:21][C:15]1[CH:16]=[CH:17][C:18]([B:29]([OH:34])[OH:30])=[CH:19][C:14]=1[N:13]([CH2:22][C:23]1[CH:28]=[CH:27][CH:26]=[CH:25][CH:24]=1)[CH2:6][C:7]1[CH:12]=[CH:11][CH:10]=[CH:9][CH:8]=1, predict the reactants needed to synthesize it. The reactants are: C([Li])CCC.[CH2:6]([N:13]([CH2:22][C:23]1[CH:28]=[CH:27][CH:26]=[CH:25][CH:24]=1)[C:14]1[CH:19]=[C:18](Br)[CH:17]=[CH:16][C:15]=1[Cl:21])[C:7]1[CH:12]=[CH:11][CH:10]=[CH:9][CH:8]=1.[B:29](OC(C)C)([O:34]C(C)C)[O:30]C(C)C. (2) Given the product [CH2:8]([N:15]1[CH:2]2[CH:6]1[CH2:5][CH2:4][C:3]2=[O:7])[C:9]1[CH:14]=[CH:13][CH:12]=[CH:11][CH:10]=1, predict the reactants needed to synthesize it. The reactants are: Br[C:2]1[C:3](=[O:7])[CH2:4][CH2:5][CH:6]=1.[CH2:8]([NH2:15])[C:9]1[CH:14]=[CH:13][CH:12]=[CH:11][CH:10]=1.